The task is: Predict the product of the given reaction.. This data is from Forward reaction prediction with 1.9M reactions from USPTO patents (1976-2016). (1) Given the reactants [CH3:1][O:2][C:3]1[CH:8]=[CH:7][C:6]([NH2:9])=[CH:5][N:4]=1.C(O[CH:13]=[C:14]([C:20](=[O:23])[CH2:21][CH3:22])[C:15]([O:17][CH2:18][CH3:19])=[O:16])C, predict the reaction product. The product is: [CH3:1][O:2][C:3]1[N:4]=[CH:5][C:6]([NH:9][CH:13]=[C:14]([C:20](=[O:23])[CH2:21][CH3:22])[C:15]([O:17][CH2:18][CH3:19])=[O:16])=[CH:7][CH:8]=1. (2) Given the reactants Br[C:2]1[CH:3]=[C:4]2[C:9]([NH:10][C@H:11]3[CH2:16][CH2:15][CH2:14][CH2:13][C@@:12]3([OH:18])[CH3:17])=[C:8]([C:19]([NH2:21])=[O:20])[CH:7]=[N:6][N:5]2[CH:22]=1.[C:23]1(B(O)O)[CH:28]=[CH:27][CH:26]=[CH:25][CH:24]=1.C1(P(C2CCCCC2)C2C=CC=CC=2C2C(C(C)C)=CC(C(C)C)=CC=2C(C)C)CCCCC1.[O-]P([O-])([O-])=O.[K+].[K+].[K+], predict the reaction product. The product is: [OH:18][C@@:12]1([CH3:17])[CH2:13][CH2:14][CH2:15][CH2:16][C@@H:11]1[NH:10][C:9]1[C:4]2[N:5]([CH:22]=[C:2]([C:23]3[CH:28]=[CH:27][CH:26]=[CH:25][CH:24]=3)[CH:3]=2)[N:6]=[CH:7][C:8]=1[C:19]([NH2:21])=[O:20]. (3) The product is: [CH2:59]([O:6][C:5](=[O:7])[C@@:4]([CH2:9][OH:10])([CH3:8])[CH2:3][C@H:2]([NH:1][C:38]([C:36]1[NH:35][N:34]=[N:33][CH:37]=1)=[O:40])[CH2:11][C:12]1[CH:13]=[CH:14][C:15]([C:18]2[CH:23]=[CH:22][CH:21]=[CH:20][CH:19]=2)=[CH:16][CH:17]=1)[CH2:60][CH2:61][CH3:62]. Given the reactants [NH2:1][C@H:2]([CH2:11][C:12]1[CH:17]=[CH:16][C:15]([C:18]2[CH:23]=[CH:22][CH:21]=[CH:20][CH:19]=2)=[CH:14][CH:13]=1)[CH2:3][C@:4]([CH2:9][OH:10])([CH3:8])[C:5]([OH:7])=[O:6].CC#N.O1CCOCC1.[NH:33]1[CH:37]=[C:36]([C:38]([OH:40])=O)[N:35]=[N:34]1.CCN(C(C)C)C(C)C.CN(C(ON1N=N[C:60]2[CH:61]=[CH:62]C=N[C:59]1=2)=[N+](C)C)C.F[P-](F)(F)(F)(F)F, predict the reaction product.